From a dataset of Reaction yield outcomes from USPTO patents with 853,638 reactions. Predict the reaction yield, written as a fraction of the theoretical maximum amount of product (1.0 means a 100% yield; for example, 0.34 means a 34% yield). (1) The reactants are [C:1]1(=[O:8])O[C:5](=[O:6])[CH:4]=[C:2]1[CH3:3].[NH2:9][C:10]1[CH:15]=[CH:14][C:13]([Br:16])=[CH:12][N:11]=1. The catalyst is C1(C)C=CC=CC=1. The product is [Br:16][C:13]1[CH:14]=[CH:15][C:10]([N:9]2[C:5](=[O:6])[CH:4]=[C:2]([CH3:3])[C:1]2=[O:8])=[N:11][CH:12]=1. The yield is 0.710. (2) The reactants are [CH3:1][N:2]([CH3:17])[C:3]([C:5]1[C:14]2[C:9](=[CH:10][CH:11]=[CH:12][CH:13]=2)[CH:8]=[CH:7][C:6]=1OC)=[O:4].[F:18][C:19]1[CH:24]=[CH:23][CH:22]=[CH:21][C:20]=1B1OCC(C)(C)CO1. The catalyst is C1(C)C=CC=CC=1. The product is [F:18][C:19]1[CH:24]=[CH:23][CH:22]=[CH:21][C:20]=1[C:6]1[CH:7]=[CH:8][C:9]2[C:14](=[CH:13][CH:12]=[CH:11][CH:10]=2)[C:5]=1[C:3]([N:2]([CH3:17])[CH3:1])=[O:4]. The yield is 0.990. (3) The reactants are [C:1](#[N:10])[C:2]1[C:3](=[CH:6][CH:7]=[CH:8][CH:9]=1)[C:4]#[N:5].[NH2:11][OH:12].CC[OH:15]. No catalyst specified. The product is [C:1]1(=[N:10][OH:15])[C:2]2[C:3](=[CH:6][CH:7]=[CH:8][CH:9]=2)[C:4](=[N:11][OH:12])[NH:5]1. The yield is 0.854. (4) The reactants are [Cl:1][C:2]1[C:3]([C:35]([F:38])([F:37])[F:36])=[CH:4][C:5]2[N:9]=[C:8]([CH2:10][CH3:11])[N:7]([C:12]3[CH:33]=[CH:32][C:15]([CH2:16][CH2:17][N:18]([S:22]([C:25]4[CH:30]=[CH:29][C:28]([CH3:31])=[CH:27][CH:26]=4)(=[O:24])=[O:23])[C:19](=[O:21])[O-:20])=[CH:14][CH:13]=3)[C:6]=2[CH:34]=1.[C:39]1([CH3:49])[CH:44]=[CH:43][C:42]([S:45]([OH:48])(=[O:47])=[O:46])=[CH:41][CH:40]=1. The catalyst is CC(C)=O. The product is [Cl:1][C:2]1[C:3]([C:35]([F:38])([F:37])[F:36])=[CH:4][C:5]2[N:9]=[C:8]([CH2:10][CH3:11])[N:7]([C:12]3[CH:33]=[CH:32][C:15]([CH2:16][CH2:17][N:18]([S:22]([C:25]4[CH:30]=[CH:29][C:28]([CH3:31])=[CH:27][CH:26]=4)(=[O:23])=[O:24])[C:19](=[O:20])[O-:21])=[CH:14][CH:13]=3)[C:6]=2[CH:34]=1.[CH3:49][C:39]1[CH:44]=[CH:43][C:42]([S:45]([OH:48])(=[O:47])=[O:46])=[CH:41][CH:40]=1. The yield is 0.810. (5) The reactants are [N:1]1C=C[CH:4]=[CH:3][CH:2]=1.[C:7](Cl)(=[O:25])[CH2:8][CH2:9][CH2:10][CH2:11][CH2:12][CH2:13][CH2:14]/[CH:15]=[CH:16]/[CH2:17][CH2:18][CH2:19][CH2:20][CH2:21][CH2:22][CH2:23][CH3:24].[OH-].[Na+].[C:29]([OH:38])(=[O:37])[CH:30]([CH:32]([C:34](O)=O)[OH:33])O. The catalyst is C1COCC1.C(O)C.CO. The product is [C:7]([NH:1][C:2]1[CH:34]=[C:32]([OH:33])[C:30](=[CH:4][CH:3]=1)[C:29]([OH:38])=[O:37])(=[O:25])[CH2:8][CH2:9][CH2:10][CH2:11][CH2:12][CH2:13][CH2:14]/[CH:15]=[CH:16]/[CH2:17][CH2:18][CH2:19][CH2:20][CH2:21][CH2:22][CH2:23][CH3:24]. The yield is 0.870. (6) The reactants are [CH2:1]([SH:7])[CH2:2][CH2:3][CH2:4][CH2:5][CH3:6].O.O.O.C([O-])(=O)C.[Na+].[C:16]1([N:22]2[C:26](=[O:27])[CH:25]=[C:24](Br)[C:23]2=[O:29])[CH:21]=[CH:20][CH:19]=[CH:18][CH:17]=1. The catalyst is CO. The product is [C:16]1([N:22]2[C:26](=[O:27])[CH:25]=[C:24]([S:7][CH2:1][CH2:2][CH2:3][CH2:4][CH2:5][CH3:6])[C:23]2=[O:29])[CH:17]=[CH:18][CH:19]=[CH:20][CH:21]=1. The yield is 0.480. (7) The reactants are [C:1]1([C@@H:7]2[CH2:9][C@H:8]2[NH:10][CH2:11][CH:12]2[CH2:17][CH2:16][N:15]([CH2:18][C:19]([O:21]C(C)(C)C)=[O:20])[CH2:14][CH2:13]2)[CH:6]=[CH:5][CH:4]=[CH:3][CH:2]=1.Cl. No catalyst specified. The product is [C:1]1([C@@H:7]2[CH2:9][C@H:8]2[NH:10][CH2:11][CH:12]2[CH2:17][CH2:16][N:15]([CH2:18][C:19]([OH:21])=[O:20])[CH2:14][CH2:13]2)[CH:6]=[CH:5][CH:4]=[CH:3][CH:2]=1. The yield is 0.630.